This data is from Experimentally validated miRNA-target interactions with 360,000+ pairs, plus equal number of negative samples. The task is: Binary Classification. Given a miRNA mature sequence and a target amino acid sequence, predict their likelihood of interaction. The miRNA is hsa-miR-935 with sequence CCAGUUACCGCUUCCGCUACCGC. The protein sequence of the target gene is MGRWCQTVARGQRPRTSAPSRAGALLLLLLLLRSAGCWGAGEAPGALSTADPADQSVQCVPKATCPSSRPRLLWQTPTTQTLPSTTMETQFPVSEGKVDPYRSCGFSYEQDPTLRDPEAVARRWPWMVSVRANGTHICAGTIIASQWVLTVAHCLIWRDVIYSVRVGSPWIDQMTQTASDVPVLQVIMHSRYRAQRFWSWVGQANDIGLLKLKQELKYSNYVRPICLPGTDYVLKDHSRCTVTGWGLSKADGMWPQFRTIQEKEVIILNNKECDNFYHNFTKIPTLVQIIKSQMMCAEDT.... Result: 0 (no interaction).